From a dataset of Forward reaction prediction with 1.9M reactions from USPTO patents (1976-2016). Predict the product of the given reaction. (1) Given the reactants [CH2:1]([O:8][C:9](=[O:19])[NH:10][C:11]1[CH:16]=[CH:15][C:14]([O:17][CH3:18])=[CH:13][CH:12]=1)[C:2]1C=CC=CC=1.[C:20](OC[C@H]1OC1)(=[O:24])CCC, predict the reaction product. The product is: [OH:24][CH2:20][C@H:1]1[O:8][C:9](=[O:19])[N:10]([C:11]2[CH:12]=[CH:13][C:14]([O:17][CH3:18])=[CH:15][CH:16]=2)[CH2:2]1. (2) The product is: [C:1]1([S:7]([N:10]2[CH2:12][CH:11]([C:13]([N:15]3[CH2:16][CH2:17][N:18]([C:21]4[CH:26]=[C:25]([CH3:27])[CH:24]=[CH:23][C:22]=4[CH3:28])[CH2:19][CH2:20]3)=[O:14])[N:34]([CH:31]([CH3:33])[CH3:32])[C:35]2=[O:36])(=[O:8])=[O:9])[CH:6]=[CH:5][CH:4]=[CH:3][CH:2]=1. Given the reactants [C:1]1([S:7]([N:10]2[CH2:12][CH:11]2[C:13]([N:15]2[CH2:20][CH2:19][N:18]([C:21]3[CH:26]=[C:25]([CH3:27])[CH:24]=[CH:23][C:22]=3[CH3:28])[CH2:17][CH2:16]2)=[O:14])(=[O:9])=[O:8])[CH:6]=[CH:5][CH:4]=[CH:3][CH:2]=1.[I-].[Na+].[CH:31]([N:34]=[C:35]=[O:36])([CH3:33])[CH3:32], predict the reaction product.